From a dataset of Full USPTO retrosynthesis dataset with 1.9M reactions from patents (1976-2016). Predict the reactants needed to synthesize the given product. (1) Given the product [Cl:1][C:2]1[CH:17]=[C:16]([Cl:18])[CH:15]=[CH:14][C:3]=1[O:4][C:5]1[CH:6]=[CH:7][C:8]([NH2:11])=[CH:9][CH:10]=1, predict the reactants needed to synthesize it. The reactants are: [Cl:1][C:2]1[CH:17]=[C:16]([Cl:18])[CH:15]=[CH:14][C:3]=1[O:4][C:5]1[CH:10]=[CH:9][C:8]([N+:11]([O-])=O)=[CH:7][CH:6]=1.O.O.Cl[Sn]Cl. (2) Given the product [Br:1][C:2]1[C:3]([F:26])=[CH:4][C:5]([F:25])=[C:6]([S:8]([NH:11][C@@H:12]2[CH2:13][C@H:14]([CH3:24])[N:15]([C:17]#[N:29])[CH2:16]2)(=[O:10])=[O:9])[CH:7]=1, predict the reactants needed to synthesize it. The reactants are: [Br:1][C:2]1[C:3]([F:26])=[CH:4][C:5]([F:25])=[C:6]([S:8]([NH:11][C@H:12]2[CH2:16][N:15]([C:17](OC(C)(C)C)=O)[C@@H:14]([CH3:24])[CH2:13]2)(=[O:10])=[O:9])[CH:7]=1.CC[N:29](C(C)C)C(C)C.BrC#N.C(O)C(N)(CO)CO. (3) Given the product [CH2:4]([O:6][C:7]([C:8]1[CH:9]=[C:10]([CH3:11])[NH:3][N:2]=1)=[O:14])[CH3:5], predict the reactants needed to synthesize it. The reactants are: O.[NH2:2][NH2:3].[CH2:4]([O:6][C:7](=[O:14])[C:8](=O)[CH2:9][C:10](=O)[CH3:11])[CH3:5].